From a dataset of Drug-target binding data from BindingDB using Ki measurements. Regression. Given a target protein amino acid sequence and a drug SMILES string, predict the binding affinity score between them. We predict pKi (pKi = -log10(Ki in M); higher means stronger inhibition). Dataset: bindingdb_ki. (1) The drug is O=C([O-])CCc1cccc(C(=O)[O-])c1. The target protein sequence is MTDAGRQGRVEALSISVTAPYCRFEKTGSPDLEGDETVLGLIEHGTGHTDVSLVDGAPRTAVHTTTRDDEAFTEVWHAQRPVESGMDNGIAWARTDAYLFGVVRTGESGRYADATAALYTNVFQLTRSLGYPLLARTWNYVSGINTTNADGLEVYRDFCVGRAQALDEGGIDPATMPAATGIGAHGGGITCVFLAARGGVRINIENPAVLTAHHYPTTYGPRPPVFARATWLGPPEGGRLFISATAGILGHRTVHHGDVTGQCEVALDNMARVIGAENLRRHGVQRGHVLADVDHLKVYVRRREDLDTVRRVCAARLSSTAAVALLHTDIAREDLLVEIEGMVA. The pKi is 3.0. (2) The target protein sequence is MCGNNMSTPLPAIVPAARKATAAVIFLHGLGDTGHGWAEAFAGIRSSHIKYICPHAPVRPVTLNMNVAMPSWFDIIGLSPDSQEDESGIKQAAENIKALIDQEVKNGIPSNRIILGGFSQGGALSLYTALTTQQKLAGVTALSCWLPLRASFPQGPIGGANRDISILQCHGDCDPMVPLMFGSLTVEKLKTLVNPANVTFKTYEGMMHSSCQQEMMDVKQFIDKLLPPID. The pKi is 6.5. The compound is O=C(CN1CCN(C(=O)c2ccco2)CC1)Nc1cc(C(F)(F)F)ccc1Cl. (3) The pKi is 5.0. The target protein sequence is MGVFVKDSSDSAYLTPERKLALGRGKAQGKSRQAAYLSEEKNKPRSTGTGFTQVCSLEVKKLFQIPPFWRRLKKRDAKLAKHNEEYSESVQSEPNRILRVGSDVQPGFSMYAYTGLPMELKTKHFSIQSNSVSNFAMDILCDQESSVNPTAKSLIQINHERRLYRNVYGAGEINASHLFNLTVDSENLTNVSSESSVTPPCYSSLFQLSQKNWPALLTVIVIVLTIAGNILVIMAVSLEKKLQNATNYFLMSLAIADMLLGFLVMPVSMLTILYGYAWPLPRKLCAIWIYLDVLFSTASIMHLCAISLDRYIAIRNPIHHSRFNSRTKAFAKIIAVWTISVGISMPVPVFGLQDDSKVFKKDSCLLADDNFVLVGSFVAFFIPLTIMVVTYFLTIKSLQKEAMLCVNDIGPKTKFASFSFLPQSSLSSEKLFQRSLNRDVGTSGRRTMQSISNEQKASKVLGIVFFLFVVMWCPFFITNVMAVICKESCNQEVIGELLNV.... The compound is CC(C)NCC(O)COc1cccc2[nH]ccc12. (4) The target protein (P32397) has sequence MSDGKKHVVIIGGGITGLAAAFYMEKEIKEKNLPLELTLVEASPRVGGKIQTVKKDGYIIERGPDSFLERKKSAPQLVKDLGLEHLLVNNATGQSYVLVNRTLHPMPKGAVMGIPTKIAPFVSTGLFSLSGKARAAMDFILPASKTKDDQSLGEFFRRRVGDEVVENLIEPLLSGIYAGDIDKLSLMSTFPQFYQTEQKHRSLILGMKKTRPQGSGQQLTAKKQGQFQTLSTGLQTLVEEIEKQLKLTKVYKGTKVTKLSHSGSCYSLELDNGVTLDADSVIVTAPHKAAAGMLSELPAISHLKNMHSTSVANVALGFPEGSVQMEHEGTGFVISRNSDFAITACTWTNKKWPHAAPEGKTLLRAYVGKAGDESIVDLSDNDIINIVLEDLKKVMNINGEPEMTCVTRWHESMPQYHVGHKQRIKELREALASAYPGVYMTGASFEGVGIPDCIDQGKAAVSDALTYLFS. The compound is O=C(NC(=O)c1ccc(Cl)cc1Cl)Nc1cc(N2C(=O)C3=C(CCCC3)C2=O)c(F)cc1Cl. The pKi is 7.6. (5) The small molecule is CC(C)c1nc(CN(C)C(=O)N[C@H](C(=O)N[C@@H](Cc2ccccc2)C[C@H](O)[C@H](Cc2ccccc2)NC(=O)OCc2cncs2)C(C)C)cs1. The target protein sequence is PQITLWQRPLVTIKIGGQLKEALLDTGADDTVLEEMSLPGRWKPKMIGGIGGFIKVRQYDQILIEICGHKVIGTVLVGPTPVNIIGRNLLTQIGCTLNF. The pKi is 9.2. (6) The small molecule is O=C(COP(=O)(O)O)NO. The target protein sequence is APSRKFFVGGNWKMNGRKKNLGELITTLNAAKVPADTEVVCAPPTAYIDFARQKLDPKIAVAAQNCYKVTNGAFTGEISPGMIKDCGATWVVLGHSERRHVFGESDELIGQKVAHALSEGLGVIACIGEKLDEREAGITEKVVFEQTKVIADNVKDWSKVVLAYEPVWAIGTGKTATPQQAQEVHEKLRGWLKSNVSDAVAQSTRIIYGGSVTGATCKELASQPDVDGFLVGGASLKPEFVDIINAKQ. The pKi is 5.5. (7) The compound is CC1OC(CP(=O)(O)OP(=O)(O)OC[C@H]2OC(n3cnc4c(=O)[nH]c(N)nc43)[C@H](O)[C@@H]2O)C(O)C(O)C1O. The target protein (Q11128) has sequence MDPLGPAKPQWLWRRCLAGLLFQLLVAVCFFSYLRVSRDDATGSPRPGLMAVEPVTGAPNGSRCQDSMATPAHPTLLILLWTWPFNTPVALPRCSEMVPGAADCNITADSSVYPQADAVIVHHWDIMYNPSANLPPPTRPQGQRWIWFSMESPSNCRHLEALDGYFNLTMSYRSDSDIFTPYGWLEPWSGQPAHPPLNLSAKTELVAWAVSNWKPDSARVRYYQSLQAHLKVDVYGRSHKPLPKGTMMETLSRYKFYLAFENSLHPDYITEKLWRNALEAWAVPVVLGPSRSNYERFLPPDAFIHVDDFQSPKDLARYLQELDKDHARYLSYFRWRETLRPRSFSWALAFCKACWKLQQESRYQTVRSIAAWFT. The pKi is 3.0.